Regression. Given a peptide amino acid sequence and an MHC pseudo amino acid sequence, predict their binding affinity value. This is MHC class I binding data. From a dataset of Peptide-MHC class I binding affinity with 185,985 pairs from IEDB/IMGT. (1) The peptide sequence is AVIDNYNKF. The MHC is Patr-A0701 with pseudo-sequence Patr-A0701. The binding affinity (normalized) is 0.444. (2) The peptide sequence is SAGFTATICL. The MHC is HLA-A68:02 with pseudo-sequence HLA-A68:02. The binding affinity (normalized) is 0.236. (3) The peptide sequence is ISTNIRQA. The MHC is HLA-B53:01 with pseudo-sequence HLA-B53:01. The binding affinity (normalized) is 0. (4) The peptide sequence is LTILIRTGL. The MHC is HLA-A01:01 with pseudo-sequence HLA-A01:01. The binding affinity (normalized) is 0. (5) The peptide sequence is MQYLNPPPY. The MHC is BoLA-D18.4 with pseudo-sequence BoLA-D18.4. The binding affinity (normalized) is 0.561.